Dataset: Full USPTO retrosynthesis dataset with 1.9M reactions from patents (1976-2016). Task: Predict the reactants needed to synthesize the given product. (1) Given the product [CH2:15]([O:9][C:8](=[O:10])[C@H:5]([CH2:6][SH:7])[NH:4][C:1](=[O:3])[CH3:2])[CH3:16], predict the reactants needed to synthesize it. The reactants are: [C:1]([NH:4][C@H:5]([C:8]([OH:10])=[O:9])[CH2:6][SH:7])(=[O:3])[CH3:2].S(Cl)(Cl)=O.[CH2:15](O)[CH3:16]. (2) Given the product [CH2:28]([O:27][C:25](=[O:26])[CH2:24][CH2:23][CH2:22][CH2:21][CH2:20][NH:17][C:18]([N:14]1[CH:15]=[CH:16][C:12]([C:10](=[O:11])[NH:9][C:3]2[CH:4]=[CH:5][C:6]([F:8])=[CH:7][C:2]=2[Cl:1])=[N:13]1)=[O:19])[CH3:29], predict the reactants needed to synthesize it. The reactants are: [Cl:1][C:2]1[CH:7]=[C:6]([F:8])[CH:5]=[CH:4][C:3]=1[NH:9][C:10]([C:12]1[CH:16]=[CH:15][NH:14][N:13]=1)=[O:11].[N:17]([CH2:20][CH2:21][CH2:22][CH2:23][CH2:24][C:25]([O:27][CH2:28][CH3:29])=[O:26])=[C:18]=[O:19]. (3) Given the product [CH3:14][O:13][C:7]1[CH:6]=[C:5]([C:3]2[CH2:2][O:26][C:25](=[O:27])[C:24]=2[C:17]2[C:16]([F:15])=[CH:21][C:20]([F:22])=[CH:19][C:18]=2[F:23])[CH:10]=[C:9]([O:11][CH3:12])[CH:8]=1, predict the reactants needed to synthesize it. The reactants are: Br[CH2:2][C:3]([C:5]1[CH:10]=[C:9]([O:11][CH3:12])[CH:8]=[C:7]([O:13][CH3:14])[CH:6]=1)=O.[F:15][C:16]1[CH:21]=[C:20]([F:22])[CH:19]=[C:18]([F:23])[C:17]=1[CH2:24][C:25]([OH:27])=[O:26].C(N(CC)CC)C.C1CCN2C(=NCCC2)CC1. (4) Given the product [Cl:1][C:2]1[N:3]([CH2:28][CH2:29][CH3:30])[C:4](=[O:27])[C:5]2[N:6]([CH3:31])[C:7]([C:11]3[CH:12]=[N:13][N:14]([CH2:16][C:17]4[CH:22]=[CH:21][CH:20]=[C:19]([C:23]([F:26])([F:25])[F:24])[CH:18]=4)[CH:15]=3)=[N:8][C:9]=2[N:10]=1, predict the reactants needed to synthesize it. The reactants are: [Cl:1][C:2]1[N:3]([CH2:28][CH2:29][CH3:30])[C:4](=[O:27])[C:5]2[NH:6][C:7]([C:11]3[CH:12]=[N:13][N:14]([CH2:16][C:17]4[CH:22]=[CH:21][CH:20]=[C:19]([C:23]([F:26])([F:25])[F:24])[CH:18]=4)[CH:15]=3)=[N:8][C:9]=2[N:10]=1.[C:31]([O-])([O-])=O.[K+].[K+].CI.CN(C=O)C. (5) Given the product [Cl:1][C:2]1[CH:8]=[CH:7][C:6]([C:9]([F:10])([F:11])[F:12])=[CH:5][C:3]=1[NH:4][S:19]([C:13]1[CH:18]=[CH:17][CH:16]=[CH:15][CH:14]=1)(=[O:21])=[O:20], predict the reactants needed to synthesize it. The reactants are: [Cl:1][C:2]1[CH:8]=[CH:7][C:6]([C:9]([F:12])([F:11])[F:10])=[CH:5][C:3]=1[NH2:4].[C:13]1([S:19](Cl)(=[O:21])=[O:20])[CH:18]=[CH:17][CH:16]=[CH:15][CH:14]=1. (6) Given the product [CH2:26]([O:33][N:34]=[C:15]1[CH:16]([C:18]2[CH:19]=[C:20]([CH3:24])[CH:21]=[CH:22][CH:23]=2)[CH2:17][N:6]2[CH2:5][CH2:4][C:3]3[C:8]([CH:7]2[CH2:14]1)=[CH:9][CH:10]=[C:11]([O:12][CH3:13])[C:2]=3[OH:1])[C:27]1[CH:32]=[CH:31][CH:30]=[CH:29][CH:28]=1, predict the reactants needed to synthesize it. The reactants are: [OH:1][C:2]1[C:11]([O:12][CH3:13])=[CH:10][CH:9]=[C:8]2[C:3]=1[CH2:4][CH2:5][N:6]1[CH2:17][CH:16]([C:18]3[CH:19]=[C:20]([CH3:24])[CH:21]=[CH:22][CH:23]=3)[C:15](=O)[CH2:14][CH:7]12.[CH2:26]([O:33][NH2:34])[C:27]1[CH:32]=[CH:31][CH:30]=[CH:29][CH:28]=1.C([O-])(=O)C.[Na+].C([O-])(O)=O.[Na+].[Na+].[Cl-].